This data is from Forward reaction prediction with 1.9M reactions from USPTO patents (1976-2016). The task is: Predict the product of the given reaction. Given the reactants [CH3:1][C:2]1[N:7]=[C:6]([C:8]([OH:10])=O)[CH:5]=[CH:4][CH:3]=1.[N:11]1([C:17]([O:19][C:20]([CH3:23])([CH3:22])[CH3:21])=[O:18])[CH2:16][CH2:15][NH:14][CH2:13][CH2:12]1.C1C=CC2N(O)N=NC=2C=1.CCN=C=NCCCN(C)C, predict the reaction product. The product is: [CH3:1][C:2]1[N:7]=[C:6]([C:8]([N:14]2[CH2:13][CH2:12][N:11]([C:17]([O:19][C:20]([CH3:23])([CH3:22])[CH3:21])=[O:18])[CH2:16][CH2:15]2)=[O:10])[CH:5]=[CH:4][CH:3]=1.